Dataset: Peptide-MHC class I binding affinity with 185,985 pairs from IEDB/IMGT. Task: Regression. Given a peptide amino acid sequence and an MHC pseudo amino acid sequence, predict their binding affinity value. This is MHC class I binding data. (1) The peptide sequence is ADLRFASEF. The MHC is HLA-A31:01 with pseudo-sequence HLA-A31:01. The binding affinity (normalized) is 0.0847. (2) The peptide sequence is VETKCPNLD. The MHC is HLA-A02:02 with pseudo-sequence HLA-A02:02. The binding affinity (normalized) is 0. (3) The peptide sequence is SLTIKDSSNK. The MHC is HLA-B54:01 with pseudo-sequence HLA-B54:01. The binding affinity (normalized) is 0. (4) The peptide sequence is YTAVVPLVH. The MHC is Mamu-A02 with pseudo-sequence Mamu-A02. The binding affinity (normalized) is 0.535. (5) The peptide sequence is SDQKFVDVI. The MHC is HLA-B18:01 with pseudo-sequence HLA-B18:01. The binding affinity (normalized) is 0.0591. (6) The peptide sequence is MTMITPPTF. The MHC is HLA-C04:01 with pseudo-sequence HLA-C04:01. The binding affinity (normalized) is 0.213. (7) The binding affinity (normalized) is 0.0847. The peptide sequence is LMQCWQLLA. The MHC is HLA-B15:01 with pseudo-sequence HLA-B15:01. (8) The peptide sequence is TTQALQLFL. The MHC is HLA-A02:01 with pseudo-sequence HLA-A02:01. The binding affinity (normalized) is 0.144.